This data is from Reaction yield outcomes from USPTO patents with 853,638 reactions. The task is: Predict the reaction yield, written as a fraction of the theoretical maximum amount of product (1.0 means a 100% yield; for example, 0.34 means a 34% yield). (1) The reactants are [CH2:1]([N:8]1[CH2:14][C:13]2[CH:15]=[CH:16][C:17]([F:20])=[C:18](Br)[C:12]=2[O:11][CH2:10][CH2:9]1)[C:2]1[CH:7]=[CH:6][CH:5]=[CH:4][CH:3]=1.[CH:21]1(B(O)O)[CH2:23][CH2:22]1.C(=O)([O-])[O-].[K+].[K+].O1CCOCC1. The catalyst is O. The product is [CH2:1]([N:8]1[CH2:14][C:13]2[CH:15]=[CH:16][C:17]([F:20])=[C:18]([CH:21]3[CH2:23][CH2:22]3)[C:12]=2[O:11][CH2:10][CH2:9]1)[C:2]1[CH:7]=[CH:6][CH:5]=[CH:4][CH:3]=1. The yield is 0.921. (2) The reactants are Br[CH2:2][C:3]1[O:7][C:6]2[C:8]([O:14]C(=O)C)=[C:9]([O:12][CH3:13])[CH:10]=[CH:11][C:5]=2[C:4]=1[C:18](=[O:31])[C:19]1[CH:24]=[C:23]([O:25][CH3:26])[C:22]([O:27][CH3:28])=[C:21]([O:29][CH3:30])[CH:20]=1.C(=O)([O-])[O-].[K+].[K+].[NH:38]1[CH:42]=[CH:41][N:40]=[CH:39]1. The catalyst is C(#N)C. The product is [N:38]1([CH2:2][C:3]2[O:7][C:6]3[C:8]([OH:14])=[C:9]([O:12][CH3:13])[CH:10]=[CH:11][C:5]=3[C:4]=2[C:18](=[O:31])[C:19]2[CH:20]=[C:21]([O:29][CH3:30])[C:22]([O:27][CH3:28])=[C:23]([O:25][CH3:26])[CH:24]=2)[CH:42]=[CH:41][N:40]=[CH:39]1. The yield is 0.190. (3) The reactants are [CH3:1][C:2]([O:5][C@H:6]([CH3:32])[C@@H:7]([C:28]([O:30][CH3:31])=[O:29])[NH:8][C:9]([C:11]1[CH:16]=[CH:15][C:14]([C:17]2[CH:18]=[N:19][C:20]([O:23][CH3:24])=[CH:21][CH:22]=2)=[CH:13][C:12]=1[N+:25]([O-])=O)=[O:10])([CH3:4])[CH3:3]. The catalyst is CO.[Pd]. The product is [NH2:25][C:12]1[CH:13]=[C:14]([C:17]2[CH:18]=[N:19][C:20]([O:23][CH3:24])=[CH:21][CH:22]=2)[CH:15]=[CH:16][C:11]=1[C:9]([NH:8][C@H:7]([C:28]([O:30][CH3:31])=[O:29])[C@@H:6]([CH3:32])[O:5][C:2]([CH3:3])([CH3:4])[CH3:1])=[O:10]. The yield is 0.910.